From a dataset of HIV replication inhibition screening data with 41,000+ compounds from the AIDS Antiviral Screen. Binary Classification. Given a drug SMILES string, predict its activity (active/inactive) in a high-throughput screening assay against a specified biological target. (1) The compound is Cc1cc(C)c(C(=O)C(C)C(c2ccccc2)c2ccc(Cl)cc2)c(C)c1. The result is 0 (inactive). (2) The compound is CC(C)(C)c1nc2c(o1)C(=Nc1ccc(F)cc1)c1ccccc1C2=O. The result is 0 (inactive). (3) The molecule is O=S(=O)(O)c1cc(N=Nc2ccc(C=Cc3ccc(N=Nc4cc(S(=O)(=O)O)c5cccnc5c4O)cc3S(=O)(=O)O)c(S(=O)(=O)O)c2)ccc1C=Cc1ccc(N=Nc2cc(S(=O)(=O)O)c3cccnc3c2O)cc1S(=O)(=O)O.[NaH]. The result is 1 (active). (4) The compound is CCOC(=O)Nc1nc2ccn(C)c2s1. The result is 0 (inactive).